Task: Predict the product of the given reaction.. Dataset: Forward reaction prediction with 1.9M reactions from USPTO patents (1976-2016) (1) Given the reactants [OH:1][C@@H:2]1[C@@H:7]([C:8]2[CH:13]=[CH:12][C:11]([CH:14]=[CH2:15])=[CH:10][CH:9]=2)[C@H:6]([O:16][Si:17]([CH:24]([CH3:26])[CH3:25])([CH:21]([CH3:23])[CH3:22])[CH:18]([CH3:20])[CH3:19])[CH2:5][N:4](C(OCC2C=CC=CC=2)=O)[CH2:3]1, predict the reaction product. The product is: [CH2:14]([C:11]1[CH:10]=[CH:9][C:8]([C@H:7]2[C@H:6]([O:16][Si:17]([CH:18]([CH3:20])[CH3:19])([CH:24]([CH3:26])[CH3:25])[CH:21]([CH3:23])[CH3:22])[CH2:5][NH:4][CH2:3][C@@H:2]2[OH:1])=[CH:13][CH:12]=1)[CH3:15]. (2) Given the reactants [C:1]([C:5]1[CH:10]=[CH:9][C:8]([C:11]2[O:16][C:15](=[O:17])[C:14]3[CH:18]=[CH:19][CH:20]=[CH:21][C:13]=3[N:12]=2)=[CH:7][CH:6]=1)([CH3:4])([CH3:3])[CH3:2].[NH2:22][C:23]1[CH:28]=[CH:27][CH:26]=[CH:25][CH:24]=1.C(OCC)C, predict the reaction product. The product is: [C:1]([C:5]1[CH:6]=[CH:7][C:8]([C:11]([NH:12][C:13]2[CH:21]=[CH:20][CH:19]=[CH:18][C:14]=2[C:15]([NH:22][C:23]2[CH:28]=[CH:27][CH:26]=[CH:25][CH:24]=2)=[O:17])=[O:16])=[CH:9][CH:10]=1)([CH3:4])([CH3:2])[CH3:3]. (3) The product is: [C:1]([O:5][C:6]([NH:8][C@@:9]([CH3:14])([CH2:10][O:11][C:15](=[O:21])[CH2:16][CH2:17][CH2:18][CH2:19][CH3:20])[CH2:12][OH:13])=[O:7])([CH3:4])([CH3:3])[CH3:2]. Given the reactants [C:1]([O:5][C:6]([NH:8][C:9]([CH3:14])([CH2:12][OH:13])[CH2:10][OH:11])=[O:7])([CH3:4])([CH3:3])[CH3:2].[C:15](OC=C)(=[O:21])[CH2:16][CH2:17][CH2:18][CH2:19][CH3:20], predict the reaction product. (4) Given the reactants C(OC([NH:8][C@H:9]([C:14](O)=[O:15])[CH2:10][CH:11]([CH3:13])[CH3:12])=O)(C)(C)C.[F:17][C:18]([F:31])([F:30])[C:19]1[CH:20]=[C:21]([CH:23]=[C:24]([C:26]([F:29])([F:28])[F:27])[CH:25]=1)[NH2:22], predict the reaction product. The product is: [NH2:8][C@@H:9]([CH2:10][CH:11]([CH3:13])[CH3:12])[C:14]([NH:22][C:21]1[CH:20]=[C:19]([C:18]([F:30])([F:31])[F:17])[CH:25]=[C:24]([C:26]([F:27])([F:28])[F:29])[CH:23]=1)=[O:15].